Task: Predict the reaction yield, written as a fraction of the theoretical maximum amount of product (1.0 means a 100% yield; for example, 0.34 means a 34% yield).. Dataset: Reaction yield outcomes from USPTO patents with 853,638 reactions (1) The reactants are [O:1]1[CH:5]=[CH:4][C:3]([CH:6]([C:8]2[NH:16][C:11]3=[CH:12][N:13]=[CH:14][CH:15]=[C:10]3[CH:9]=2)[OH:7])=[CH:2]1. The catalyst is O1CCCC1.[O-2].[O-2].[Mn+4]. The product is [O:1]1[CH:5]=[CH:4][C:3]([C:6]([C:8]2[NH:16][C:11]3=[CH:12][N:13]=[CH:14][CH:15]=[C:10]3[CH:9]=2)=[O:7])=[CH:2]1. The yield is 0.600. (2) The reactants are [NH2:1][C:2](=[S:16])[C@@H:3]([NH:5]C(=O)OCC1C=CC=CC=1)[CH3:4].[F:17][C:18]([F:30])([F:29])[C:19]1[CH:28]=[CH:27][C:22]([C:23](=O)[CH2:24][Br:25])=[CH:21][CH:20]=1. The catalyst is C(O)C. The product is [BrH:25].[F:17][C:18]([F:30])([F:29])[C:19]1[CH:28]=[CH:27][C:22]([C:23]2[N:1]=[C:2]([C@@H:3]([NH2:5])[CH3:4])[S:16][CH:24]=2)=[CH:21][CH:20]=1. The yield is 0.280. (3) The reactants are Br[C:2]1[CH:3]=[C:4]([C:8]2[CH:9]=[C:10]3[C:15](=[C:16]([NH2:18])[N:17]=2)[CH:14]=[N:13][C:12]2[CH:19]=[C:20]([O:25][CH3:26])[C:21]([O:23][CH3:24])=[CH:22][C:11]3=2)[CH:5]=[N:6][CH:7]=1.[CH3:27][O:28][C:29]1[CH:34]=[CH:33][CH:32]=[C:31]([NH2:35])[CH:30]=1.[O-]P([O-])([O-])=O.[K+].[K+].[K+].C1(P(C2CCCCC2)C2C=CC=CC=2C2C=CC=CC=2N(C)C)CCCCC1. The catalyst is CS(C)=O.C1C=CC(/C=C/C(/C=C/C2C=CC=CC=2)=O)=CC=1.C1C=CC(/C=C/C(/C=C/C2C=CC=CC=2)=O)=CC=1.C1C=CC(/C=C/C(/C=C/C2C=CC=CC=2)=O)=CC=1.[Pd].[Pd]. The product is [CH3:26][O:25][C:20]1[C:21]([O:23][CH3:24])=[CH:22][C:11]2[C:10]3[C:15](=[C:16]([NH2:18])[N:17]=[C:8]([C:4]4[CH:5]=[N:6][CH:7]=[C:2]([NH:35][C:31]5[CH:32]=[CH:33][CH:34]=[C:29]([O:28][CH3:27])[CH:30]=5)[CH:3]=4)[CH:9]=3)[CH:14]=[N:13][C:12]=2[CH:19]=1. The yield is 0.560. (4) The reactants are [F:1][C:2]1[CH:7]=[C:6]([I:8])[CH:5]=[CH:4][C:3]=1[NH:9][C:10]1[C:15]([N+:16]([O-:18])=[O:17])=[C:14](F)[CH:13]=[C:12]([F:20])[C:11]=1[F:21].C[O-].[Na+].[C:25](OCC)(=[O:27])C. The catalyst is C1COCC1. The product is [F:1][C:2]1[CH:7]=[C:6]([I:8])[CH:5]=[CH:4][C:3]=1[NH:9][C:10]1[C:15]([N+:16]([O-:18])=[O:17])=[C:14]([O:27][CH3:25])[CH:13]=[C:12]([F:20])[C:11]=1[F:21]. The yield is 0.476.